From a dataset of Forward reaction prediction with 1.9M reactions from USPTO patents (1976-2016). Predict the product of the given reaction. (1) The product is: [F:10][CH2:9][CH2:8][O:11][C:12]1[N:13]=[CH:14][C:15]([C:18]([O:20][CH3:21])=[O:19])=[N:16][CH:17]=1. Given the reactants C(=O)([O-])[O-].[Cs+].[Cs+].I[CH2:8][CH2:9][F:10].[OH:11][C:12]1[N:13]=[CH:14][C:15]([C:18]([O:20][CH3:21])=[O:19])=[N:16][CH:17]=1.[Cl-].[NH4+], predict the reaction product. (2) The product is: [CH3:1][C:2]1[N:3]=[C:4]([N:12]2[C:16](=[O:17])[N:15]([CH2:30][C:29]3[CH:28]=[CH:27][C:26]([C:25]([F:24])([F:34])[F:35])=[CH:33][CH:32]=3)[N:14]=[CH:13]2)[S:5][C:6]=1[C:7]([O:9][CH2:10][CH3:11])=[O:8]. Given the reactants [CH3:1][C:2]1[N:3]=[C:4]([N:12]2[C:16](=[O:17])[NH:15][N:14]=[CH:13]2)[S:5][C:6]=1[C:7]([O:9][CH2:10][CH3:11])=[O:8].C(=O)([O-])[O-].[K+].[K+].[F:24][C:25]([F:35])([F:34])[C:26]1[CH:33]=[CH:32][C:29]([CH2:30]Br)=[CH:28][CH:27]=1, predict the reaction product. (3) Given the reactants [NH2:1][C:2]1[N:7]=[CH:6][N:5]=[C:4]2[N:8]([C@H:18]3[CH2:22][CH2:21][N:20]([C:23](OC(C)(C)C)=[O:24])[CH2:19]3)[N:9]=[C:10]([C:11]3[CH:16]=[CH:15][C:14]([NH2:17])=[CH:13][CH:12]=3)[C:3]=12.[F:30][C:31]([F:42])([F:41])[C:32]1[CH:33]=[C:34]([N:38]=[C:39]=[O:40])[CH:35]=[CH:36][CH:37]=1.C(O)=O.Cl, predict the reaction product. The product is: [NH2:1][C:2]1[N:7]=[CH:6][N:5]=[C:4]2[N:8]([C@H:18]3[CH2:22][CH2:21][N:20]([C:23]([NH:38][C:34]4[CH:35]=[CH:36][CH:37]=[C:32]([C:31]([F:30])([F:41])[F:42])[CH:33]=4)=[O:24])[CH2:19]3)[N:9]=[C:10]([C:11]3[CH:16]=[CH:15][C:14]([NH:17][C:39]([NH:38][C:34]4[CH:35]=[CH:36][CH:37]=[C:32]([C:31]([F:41])([F:42])[F:30])[CH:33]=4)=[O:40])=[CH:13][CH:12]=3)[C:3]=12. (4) Given the reactants [CH3:1][C:2]1[CH:11]=[CH:10][C:9]2[C:4](=[CH:5][CH:6]=[CH:7][C:8]=2[N:12]2[CH2:17][CH2:16][N:15]([CH2:18][CH2:19][C:20]3[CH:21]=[C:22]([CH:24]=[CH:25][CH:26]=3)[NH2:23])[CH2:14][CH2:13]2)[N:3]=1.[C:27]1([CH2:33][C:34](Cl)=[O:35])[CH:32]=[CH:31][CH:30]=[CH:29][CH:28]=1, predict the reaction product. The product is: [CH3:1][C:2]1[CH:11]=[CH:10][C:9]2[C:4](=[CH:5][CH:6]=[CH:7][C:8]=2[N:12]2[CH2:13][CH2:14][N:15]([CH2:18][CH2:19][C:20]3[CH:21]=[C:22]([NH:23][C:34](=[O:35])[CH2:33][C:27]4[CH:32]=[CH:31][CH:30]=[CH:29][CH:28]=4)[CH:24]=[CH:25][CH:26]=3)[CH2:16][CH2:17]2)[N:3]=1. (5) The product is: [Cl:1][C:2]1[N:7]=[CH:6][C:5]2[C:8]([N:16]3[CH2:21][CH2:20][O:19][C@@H:18]([CH2:22][OH:23])[CH2:17]3)=[N:9][N:10]([CH:11]([CH3:13])[CH3:12])[C:4]=2[CH:3]=1. Given the reactants [Cl:1][C:2]1[N:7]=[CH:6][C:5]2[C:8](I)=[N:9][N:10]([CH:11]([CH3:13])[CH3:12])[C:4]=2[CH:3]=1.Cl.[NH:16]1[CH2:21][CH2:20][O:19][C@@H:18]([CH2:22][OH:23])[CH2:17]1.N1CCC[C@H]1C(O)=O.C(=O)([O-])[O-].[K+].[K+], predict the reaction product. (6) Given the reactants Br[C:2]1[C:15]2[C:16]3=[C:17]4[C:12](=[CH:13][CH:14]=2)[CH:11]=[CH:10][C:9](Br)=[C:8]4[CH:7]=[CH:6][C:5]3=[CH:4][CH:3]=1.Br[C:20]1[C:33]2[C:34]3=[C:34]4[C:23](=[CH:24][CH:25]=2)[C:22](Br)=[CH:21][CH:20]=[C:33]4[CH:25]=[CH:24][C:23]3=[CH:22][CH:21]=1.B([O-])([O-])O[CH:39]=[CH:40][C:41]1[CH:46]=[CH:45][CH:44]=[CH:43][CH:42]=1.C([O-])([O-])=O.[Na+].[Na+], predict the reaction product. The product is: [CH:39]([C:3]1[CH:4]=[C:5]2[C:16]3=[C:17]4[C:8](=[CH:9][C:10]([CH:25]=[CH:24][C:23]5[CH:34]=[CH:33][CH:20]=[CH:21][CH:22]=5)=[CH:11][C:12]4=[CH:13][CH:14]=[C:15]3[CH:2]=1)[CH:7]=[CH:6]2)=[CH:40][C:41]1[CH:46]=[CH:45][CH:44]=[CH:43][CH:42]=1. (7) Given the reactants [NH2:1][CH2:2][C:3]1[CH:8]=[CH:7][CH:6]=[CH:5][C:4]=1[OH:9].[Cl:10][C:11]1[CH:18]=[CH:17][C:14]([CH:15]=O)=[CH:13][CH:12]=1, predict the reaction product. The product is: [Cl:10][C:11]1[CH:18]=[CH:17][C:14](/[CH:15]=[N:1]\[CH2:2][C:3]2[CH:8]=[CH:7][CH:6]=[CH:5][C:4]=2[OH:9])=[CH:13][CH:12]=1. (8) Given the reactants [CH2:1]([C:3]1[CH2:4][CH:5]2[CH:8]([CH:9]=1)[C:7](=O)[CH2:6]2)[CH3:2].[C:11]([O:19][CH2:20][CH3:21])(=[O:18])[CH2:12][C:13]([O:15][CH2:16][CH3:17])=[O:14].N1C=CC=CC=1, predict the reaction product. The product is: [CH2:1]([C:3]1[CH2:4][CH:5]2[CH:8]([CH:9]=1)[C:7](=[C:12]([C:13]([O:15][CH2:16][CH3:17])=[O:14])[C:11]([O:19][CH2:20][CH3:21])=[O:18])[CH2:6]2)[CH3:2]. (9) Given the reactants C([O:3][C:4]([C:6]1[CH:7]=[CH:8][C:9]2[CH:10]=[C:11]3[C:18](=[O:19])[NH:17][CH2:16][CH:15]([CH3:20])[N:12]3[C:13]=2[CH:14]=1)=[O:5])C.[OH-].[Na+], predict the reaction product. The product is: [CH3:20][CH:15]1[N:12]2[C:13]3[CH:14]=[C:6]([C:4]([OH:5])=[O:3])[CH:7]=[CH:8][C:9]=3[CH:10]=[C:11]2[C:18](=[O:19])[NH:17][CH2:16]1. (10) Given the reactants Br[C:2]1[C:6]([Br:7])=[CH:5][S:4][CH:3]=1.C(NCC)C.[CH:13]#[C:14][CH2:15][CH2:16][CH2:17][CH2:18][CH2:19][CH3:20], predict the reaction product. The product is: [Br:7][C:6]1[C:2]([C:13]#[C:14][CH2:15][CH2:16][CH2:17][CH2:18][CH2:19][CH3:20])=[CH:3][S:4][CH:5]=1.